Dataset: Catalyst prediction with 721,799 reactions and 888 catalyst types from USPTO. Task: Predict which catalyst facilitates the given reaction. (1) Reactant: [CH3:1][S:2][C:3]1[CH:4]=[C:5]([C:9](=[N:16][O:17][CH2:18][C:19]2[N:24]=[C:23]([N:25]3C(=O)C4C(=CC=CC=4)C3=O)[CH:22]=[CH:21][CH:20]=2)[C:10]2[N:14]([CH3:15])[N:13]=[N:12][N:11]=2)[CH:6]=[CH:7][CH:8]=1.O.NN. Product: [CH3:1][S:2][C:3]1[CH:4]=[C:5]([C:9](=[N:16][O:17][CH2:18][C:19]2[N:24]=[C:23]([NH2:25])[CH:22]=[CH:21][CH:20]=2)[C:10]2[N:14]([CH3:15])[N:13]=[N:12][N:11]=2)[CH:6]=[CH:7][CH:8]=1. The catalyst class is: 1. (2) Reactant: [NH2:1][C:2]1[C:15]2[C:14](=[O:16])[C:13]3[C:8](=[CH:9][CH:10]=[CH:11][CH:12]=3)[C:7](=[O:17])[C:6]=2[C:5](O)=[CH:4][CH:3]=1.[NH2:19][C:20]1[CH:25]=[CH:24][C:23]([OH:26])=[CH:22][CH:21]=1.B(O)(O)O. Product: [NH2:1][C:2]1[C:15]2[C:14](=[O:16])[C:13]3[C:8](=[CH:9][CH:10]=[CH:11][CH:12]=3)[C:7](=[O:17])[C:6]=2[C:5]([NH:19][C:20]2[CH:25]=[CH:24][C:23]([OH:26])=[CH:22][CH:21]=2)=[CH:4][CH:3]=1. The catalyst class is: 37. (3) Reactant: [C:1]([O:5][C:6]([N:8]1[CH2:12][CH2:11][C:10]([NH:18][C:19]([O:21][CH2:22][C:23]2[CH:28]=[CH:27][CH:26]=[CH:25][CH:24]=2)=[O:20])([C:13]([F:17])([F:16])[CH:14]=C)[CH2:9]1)=[O:7])([CH3:4])([CH3:3])[CH3:2].[O:29]=[O+][O-].[BH4-].[Na+].C(=O)(O)[O-].[Na+].[Cl-].[Na+]. Product: [C:1]([O:5][C:6]([N:8]1[CH2:12][CH2:11][C:10]([NH:18][C:19]([O:21][CH2:22][C:23]2[CH:28]=[CH:27][CH:26]=[CH:25][CH:24]=2)=[O:20])([C:13]([F:17])([F:16])[CH2:14][OH:29])[CH2:9]1)=[O:7])([CH3:2])([CH3:3])[CH3:4]. The catalyst class is: 147. (4) Reactant: FC(F)(F)S(OS(C(F)(F)F)(=O)=O)(=O)=O.[CH3:16][C:17]([O:19][C@@H:20]1[CH2:33][C:32]2[C@@:23]([CH3:39])([C@@H:24]3[C@@H:29]([CH2:30][CH:31]=2)[C@@H:28]2[CH2:34][CH2:35][C:36](=O)[C@@:27]2([CH3:38])[CH2:26][CH2:25]3)[CH2:22][CH2:21]1)=[O:18].C([C:44]1[CH:49]=[C:48](C)[CH:47]=[C:46](C(C)(C)C)[N:45]=1)(C)(C)C.O1CCCC1. Product: [CH3:16][C:17]([O:19][C@@H:20]1[CH2:21][C:22]2[C@@:23]([CH3:39])([C@@H:24]3[C@@H:29]([CH2:30][CH:31]=2)[C@@H:28]2[CH2:34][CH:35]=[C:36]([C:47]4[CH:48]=[CH:49][CH:44]=[N:45][CH:46]=4)[C@@:27]2([CH3:38])[CH2:26][CH2:25]3)[CH2:32][CH2:33]1)=[O:18]. The catalyst class is: 2. (5) Reactant: [N+:1]([C:4]1[C:9]2[CH2:10][CH2:11][CH2:12][CH2:13][C:14](=O)[C:8]=2[CH:7]=[CH:6][CH:5]=1)([O-])=O.[H][H]. Product: [C:4]1([NH2:1])[CH:5]=[CH:6][CH:7]=[C:8]2[CH2:14][CH2:13][CH2:12][CH2:11][CH2:10][C:9]=12. The catalyst class is: 285. (6) Reactant: [B:1]([C:4]1[CH:5]=[C:6]([CH:10]=[CH:11][C:12]([OH:14])=O)[CH:7]=[CH:8][CH:9]=1)([OH:3])[OH:2].CCN=C=NCCCN(C)C.C1C=CC2N(O)N=NC=2C=1.[NH2:36][CH2:37][CH2:38][NH:39][C:40](=[O:66])[CH2:41][C@@H:42]1[N:48]=[C:47]([C:49]2[CH:54]=[CH:53][C:52]([Cl:55])=[CH:51][CH:50]=2)[C:46]2[CH:56]=[C:57]([O:60][CH3:61])[CH:58]=[CH:59][C:45]=2[N:44]2[C:62]([CH3:65])=[N:63][N:64]=[C:43]12. Product: [Cl:55][C:52]1[CH:53]=[CH:54][C:49]([C:47]2[C:46]3[CH:56]=[C:57]([O:60][CH3:61])[CH:58]=[CH:59][C:45]=3[N:44]3[C:62]([CH3:65])=[N:63][N:64]=[C:43]3[C@H:42]([CH2:41][C:40]([NH:39][CH2:38][CH2:37][NH:36][C:12](=[O:14])/[CH:11]=[CH:10]/[C:6]3[CH:5]=[C:4]([B:1]([OH:2])[OH:3])[CH:9]=[CH:8][CH:7]=3)=[O:66])[N:48]=2)=[CH:50][CH:51]=1. The catalyst class is: 64.